Dataset: Catalyst prediction with 721,799 reactions and 888 catalyst types from USPTO. Task: Predict which catalyst facilitates the given reaction. (1) Reactant: [CH3:1][O:2][C:3]1[C:12]2[C:11](=[O:13])[N:10]([CH2:14][C:15]3[CH:20]=[CH:19][C:18]([O:21][CH3:22])=[CH:17][CH:16]=3)[CH2:9][CH2:8][C:7]=2[C:6]([C:23]([O:25]CC)=[O:24])=[N:5][CH:4]=1.O.Cl. Product: [CH3:1][O:2][C:3]1[C:12]2[C:11](=[O:13])[N:10]([CH2:14][C:15]3[CH:20]=[CH:19][C:18]([O:21][CH3:22])=[CH:17][CH:16]=3)[CH2:9][CH2:8][C:7]=2[C:6]([C:23]([OH:25])=[O:24])=[N:5][CH:4]=1. The catalyst class is: 1. (2) Reactant: B.O1CCCC1.[F:7][C:8]1[C:9]([C:16](O)=[O:17])=[CH:10][C:11]([O:14][CH3:15])=[N:12][CH:13]=1. Product: [F:7][C:8]1[C:9]([CH2:16][OH:17])=[CH:10][C:11]([O:14][CH3:15])=[N:12][CH:13]=1. The catalyst class is: 1. (3) Reactant: [B-](F)(F)(F)F.CCOC(C(C#N)=NOC(N(C)C)=[N+](C)C)=O.[NH2:23][C:24]1[CH:29]=[CH:28][C:27]([N:30]2[CH:34]=[CH:33][N:32]([C:35]3[CH:40]=[CH:39][C:38]([O:41][C:42]4[CH:47]=[CH:46][CH:45]=[CH:44][CH:43]=4)=[CH:37][CH:36]=3)[C:31]2=[O:48])=[CH:26][CH:25]=1.CCN(C(C)C)C(C)C.[CH3:58][N:59]([CH3:64])[CH2:60][C:61](O)=[O:62]. Product: [CH3:58][N:59]([CH3:64])[CH2:60][C:61]([NH:23][C:24]1[CH:25]=[CH:26][C:27]([N:30]2[CH:34]=[CH:33][N:32]([C:35]3[CH:40]=[CH:39][C:38]([O:41][C:42]4[CH:47]=[CH:46][CH:45]=[CH:44][CH:43]=4)=[CH:37][CH:36]=3)[C:31]2=[O:48])=[CH:28][CH:29]=1)=[O:62]. The catalyst class is: 18. (4) Reactant: [NH:1]1[CH:5]=[C:4]([C:6]2[CH:7]=[C:8]([CH:12]=[CH:13][CH:14]=2)[C:9]([NH2:11])=[O:10])[N:3]=[CH:2]1.[H-].[Na+].[CH3:17][O:18][C:19]1[CH:24]=[CH:23][C:22]([N:25]2[CH2:30][CH2:29][CH:28]([N:31]([CH3:35])[C:32](Cl)=[O:33])[CH2:27][CH2:26]2)=[CH:21][CH:20]=1. Product: [C:9]([C:8]1[CH:7]=[C:6]([C:4]2[N:3]=[CH:2][N:1]([C:32]([N:31]([CH:28]3[CH2:29][CH2:30][N:25]([C:22]4[CH:21]=[CH:20][C:19]([O:18][CH3:17])=[CH:24][CH:23]=4)[CH2:26][CH2:27]3)[CH3:35])=[O:33])[CH:5]=2)[CH:14]=[CH:13][CH:12]=1)(=[O:10])[NH2:11]. The catalyst class is: 3. (5) Reactant: [CH3:1][C:2]1[CH:3]=[CH:4][C:5]2[CH:10]=[N:9][C:8](SC)=[N:7][C:6]=2[N:13]=1.[CH3:14][O:15][CH2:16][CH2:17][NH2:18]. Product: [CH3:14][O:15][CH2:16][CH2:17][NH:18][C:8]1[N:9]=[CH:10][C:5]2[CH:4]=[CH:3][C:2]([CH3:1])=[N:13][C:6]=2[N:7]=1. The catalyst class is: 25. (6) Reactant: Br[C:2]1[CH:7]=[CH:6][C:5]([OH:8])=[CH:4][C:3]=1[F:9].[F:10][C:11]1[CH:12]=[C:13](OB(O)O)[CH:14]=[C:15]([F:18])[C:16]=1[F:17].C(=O)([O-])[O-].[Na+].[Na+].C(COC)OC.O. Product: [F:9][C:3]1[CH:4]=[C:5]([OH:8])[CH:6]=[CH:7][C:2]=1[C:13]1[CH:12]=[C:11]([F:10])[C:16]([F:17])=[C:15]([F:18])[CH:14]=1. The catalyst class is: 206. (7) Reactant: [F:1][CH2:2][C@:3]1([C:42]([O:44]CC2C=CC=CC=2)=[O:43])[CH2:8][CH2:7][C:6]([C:9]2[C:10]([CH3:41])([CH3:40])[C@H:11]3[C@:24]([CH3:27])([CH2:25][CH:26]=2)[C@@H:23]2[C@:14]([CH3:39])([C@@:15]4([CH3:38])[C@H:20]([CH2:21][CH2:22]2)[C@H:19]2[C@H:28]([C:31]([CH3:33])=[CH2:32])[CH2:29][CH2:30][C@:18]2([NH:34][CH2:35][CH2:36][OH:37])[CH2:17][CH2:16]4)[CH2:13][CH2:12]3)=[CH:5][CH2:4]1.[OH-].[Na+]. Product: [F:1][CH2:2][C@:3]1([C:42]([OH:44])=[O:43])[CH2:8][CH2:7][C:6]([C:9]2[C:10]([CH3:41])([CH3:40])[C@H:11]3[C@:24]([CH3:27])([CH2:25][CH:26]=2)[C@@H:23]2[C@:14]([CH3:39])([C@@:15]4([CH3:38])[C@H:20]([CH2:21][CH2:22]2)[C@H:19]2[C@H:28]([C:31]([CH3:33])=[CH2:32])[CH2:29][CH2:30][C@:18]2([NH:34][CH2:35][CH2:36][OH:37])[CH2:17][CH2:16]4)[CH2:13][CH2:12]3)=[CH:5][CH2:4]1. The catalyst class is: 71.